Dataset: Catalyst prediction with 721,799 reactions and 888 catalyst types from USPTO. Task: Predict which catalyst facilitates the given reaction. (1) Reactant: [NH2:1][C:2]([C:12]1[CH:17]=[C:16]([Br:18])[CH:15]=[CH:14][C:13]=1[F:19])([CH3:11])[CH2:3][C:4]1([SH:10])[CH2:9][CH2:8][O:7][CH2:6][CH2:5]1.[Br:20][C:21]1[CH:22]=[CH:23][C:24]([F:47])=[C:25]([C:27]([NH2:46])([CH3:45])[CH2:28][C:29]2([S:35]CC3C=CC(OC)=CC=3)[CH2:34][CH2:33][O:32][CH2:31][CH2:30]2)[CH:26]=1.C1(OC)C=CC=CC=1. Product: [Br:18][C:16]1[CH:15]=[CH:14][C:13]([F:19])=[C:12]([C:2]2([CH3:11])[CH2:3][C:4]3([CH2:9][CH2:8][O:7][CH2:6][CH2:5]3)[S:10][C:27]([NH2:46])=[N:1]2)[CH:17]=1.[NH2:46][C:27]([C:25]1[CH:26]=[C:21]([Br:20])[CH:22]=[CH:23][C:24]=1[F:47])([CH3:45])[CH2:28][C:29]1([SH:35])[CH2:34][CH2:33][O:32][CH2:31][CH2:30]1. The catalyst class is: 67. (2) Reactant: [Cl:1][C:2]1[CH:3]=[C:4]([C:8]2[CH:13]=[CH:12][C:11]([CH2:14][C@H:15]([NH:23][C:24](=[O:30])[O:25][C:26]([CH3:29])([CH3:28])[CH3:27])[C:16]([NH:18][CH2:19][CH2:20][C:21]#[N:22])=O)=[CH:10][CH:9]=2)[CH:5]=[CH:6][CH:7]=1.C1C=CC(P(C2C=CC=CC=2)C2C=CC=CC=2)=CC=1.CC(OC(/N=N/C(OC(C)C)=O)=O)C.C[Si]([N:68]=[N+:69]=[N-:70])(C)C. Product: [Cl:1][C:2]1[CH:3]=[C:4]([C:8]2[CH:13]=[CH:12][C:11]([CH2:14][C@H:15]([NH:23][C:24](=[O:30])[O:25][C:26]([CH3:29])([CH3:28])[CH3:27])[C:16]3[N:18]([CH2:19][CH2:20][C:21]#[N:22])[N:70]=[N:69][N:68]=3)=[CH:10][CH:9]=2)[CH:5]=[CH:6][CH:7]=1. The catalyst class is: 1.